Dataset: Full USPTO retrosynthesis dataset with 1.9M reactions from patents (1976-2016). Task: Predict the reactants needed to synthesize the given product. (1) Given the product [Cl:1][C:2]1[C:3]([CH2:28][O:29][C:30](=[O:36])[CH2:31][CH2:32][C:33]([OH:35])=[O:34])=[CH:4][C:5]([CH2:8][N:9]2[C:13]([CH3:14])=[C:12]([C:15]3[CH:20]=[CH:19][C:18]([C:21]#[N:22])=[CH:17][CH:16]=3)[C:11]([C:23]#[N:24])=[C:10]2[CH2:25][CH2:26][CH3:27])=[CH:6][N:7]=1, predict the reactants needed to synthesize it. The reactants are: [Cl:1][C:2]1[N:7]=[CH:6][C:5]([CH2:8][N:9]2[C:13]([CH3:14])=[C:12]([C:15]3[CH:20]=[CH:19][C:18]([C:21]#[N:22])=[CH:17][CH:16]=3)[C:11]([C:23]#[N:24])=[C:10]2[CH2:25][CH2:26][CH3:27])=[CH:4][C:3]=1[CH2:28][OH:29].[C:30]1(=[O:36])[O:35][C:33](=[O:34])[CH2:32][CH2:31]1.C(O)(=O)CC(CC(O)=O)(C(O)=O)O. (2) The reactants are: [C:1]([OH:7])(=[O:6])[CH2:2][CH:3]=[CH:4][CH3:5].[C:8]([OH:14])(=[O:13])C=CCC.C(P(CC1C=CC=CC=1CP(C(C)(C)C)C(C)(C)C)C(C)(C)C)(C)(C)C.CS(O)(=O)=O. Given the product [C:8]([OH:14])(=[O:13])[CH2:5][CH2:4][CH2:3][CH2:2][C:1]([OH:7])=[O:6], predict the reactants needed to synthesize it. (3) Given the product [NH2:39][CH:26]([CH2:27][C:28]1[CH:29]=[CH:30][C:31]([OH:34])=[CH:32][CH:33]=1)[CH:22]([OH:21])[CH2:23]/[CH:24]=[CH:25]\[CH:18]([OH:19])[CH:10]([CH2:11][C:12]1[CH:17]=[CH:16][CH:15]=[CH:14][CH:13]=1)[C:9]([OH:57])=[O:49], predict the reactants needed to synthesize it. The reactants are: C(S[C:9](=[O:49])[CH:10]([CH:18]1[CH:25]=[CH:24][CH2:23][CH:22]([CH:26]([NH:39]C(OC(C)(C)C)=O)[CH2:27][C:28]2[CH:33]=[CH:32][C:31]([O:34]C(C)(C)C)=[CH:30][CH:29]=2)[O:21][Si](C)(C)[O:19]1)[CH2:11][C:12]1[CH:17]=[CH:16][CH:15]=[CH:14][CH:13]=1)C1C=CC=CC=1.N1C=CC=CC=1.[Li+].[OH-:57].OO. (4) The reactants are: Cl[C:2]1[C:3]([NH:8][C:9]2[CH:14]=[CH:13][CH:12]=[CH:11][CH:10]=2)=[N:4][CH:5]=[CH:6][N:7]=1.[CH3:15][C:16]1[CH:17]=[C:18]([CH:20]=[C:21]([CH3:23])[CH:22]=1)[NH2:19]. Given the product [CH3:15][C:16]1[CH:17]=[C:18]([NH:19][C:2]2[C:3]([NH:8][C:9]3[CH:14]=[CH:13][CH:12]=[CH:11][CH:10]=3)=[N:4][CH:5]=[CH:6][N:7]=2)[CH:20]=[C:21]([CH3:23])[CH:22]=1, predict the reactants needed to synthesize it.